From a dataset of Catalyst prediction with 721,799 reactions and 888 catalyst types from USPTO. Predict which catalyst facilitates the given reaction. (1) Reactant: [CH3:1][O:2][C:3]1[CH:4]=[CH:5][C:6]([C:18]([C:20]2[CH:21]=[N:22][C:23]([O:26][CH2:27][CH2:28][C:29]3[N:30]=[C:31]([C:35]4[CH:40]=[CH:39][CH:38]=[CH:37][CH:36]=4)[O:32][C:33]=3[CH3:34])=[CH:24][CH:25]=2)=[O:19])=[C:7]([CH:17]=1)[O:8][C@H:9]([CH3:16])[C:10]([O:12]CC=C)=[O:11].O.[OH-].[Li+].Cl. Product: [CH3:1][O:2][C:3]1[CH:4]=[CH:5][C:6]([C:18]([C:20]2[CH:21]=[N:22][C:23]([O:26][CH2:27][CH2:28][C:29]3[N:30]=[C:31]([C:35]4[CH:40]=[CH:39][CH:38]=[CH:37][CH:36]=4)[O:32][C:33]=3[CH3:34])=[CH:24][CH:25]=2)=[O:19])=[C:7]([CH:17]=1)[O:8][C@H:9]([CH3:16])[C:10]([OH:12])=[O:11]. The catalyst class is: 30. (2) Reactant: [Cl:1][C:2]1[C:20]([Cl:21])=[CH:19][C:5]2[N:6]([C:9]3[S:13][C:12]([C:14]([O:16][CH3:17])=[O:15])=[C:11]([OH:18])[CH:10]=3)[CH:7]=[N:8][C:4]=2[CH:3]=1.C1(P(C2C=CC=CC=2)C2C=CC=CC=2)C=CC=CC=1.[O:41]1[CH:45]=[CH:44][C:43]([CH2:46]O)=[CH:42]1.N(C(OCC)=O)=NC(OCC)=O. Product: [Cl:1][C:2]1[C:20]([Cl:21])=[CH:19][C:5]2[N:6]([C:9]3[S:13][C:12]([C:14]([O:16][CH3:17])=[O:15])=[C:11]([O:18][CH2:46][C:43]4[CH:44]=[CH:45][O:41][CH:42]=4)[CH:10]=3)[CH:7]=[N:8][C:4]=2[CH:3]=1. The catalyst class is: 7. (3) Reactant: [Cl:1][C:2]1[CH:23]=[C:22]([Cl:24])[CH:21]=[CH:20][C:3]=1[O:4][C:5]1[CH:10]=[CH:9][CH:8]=[CH:7][C:6]=1[NH:11][C:12]([CH:14]1[CH2:19][CH2:18][NH:17][CH2:16][CH2:15]1)=[O:13].C(N(CC)CC)C.[CH3:32][S:33](Cl)(=[O:35])=[O:34]. Product: [Cl:1][C:2]1[CH:23]=[C:22]([Cl:24])[CH:21]=[CH:20][C:3]=1[O:4][C:5]1[CH:10]=[CH:9][CH:8]=[CH:7][C:6]=1[NH:11][C:12]([CH:14]1[CH2:19][CH2:18][N:17]([S:33]([CH3:32])(=[O:35])=[O:34])[CH2:16][CH2:15]1)=[O:13]. The catalyst class is: 2. (4) Product: [ClH:50].[C:1]([C:4]1[CH:5]=[CH:6][C:7]([C:8]([N:10]2[CH2:16][C@H:15]([NH:17][C:18](=[O:30])[C@H:19]([NH:21][CH3:22])[CH3:20])[C:14](=[O:31])[N:13]([CH2:32][C:33]3[C:42]4[C:37](=[CH:38][CH:39]=[CH:40][CH:41]=4)[CH:36]=[CH:35][C:34]=3[CH3:43])[C:12]3[CH:44]=[CH:45][CH:46]=[CH:47][C:11]2=3)=[O:9])=[CH:48][CH:49]=1)(=[O:3])[CH3:2]. The catalyst class is: 12. Reactant: [C:1]([C:4]1[CH:49]=[CH:48][C:7]([C:8]([N:10]2[CH2:16][C@H:15]([NH:17][C:18](=[O:30])[C@H:19]([N:21](C)[C:22](=O)OC(C)(C)C)[CH3:20])[C:14](=[O:31])[N:13]([CH2:32][C:33]3[C:42]4[C:37](=[CH:38][CH:39]=[CH:40][CH:41]=4)[CH:36]=[CH:35][C:34]=3[CH3:43])[C:12]3[CH:44]=[CH:45][CH:46]=[CH:47][C:11]2=3)=[O:9])=[CH:6][CH:5]=1)(=[O:3])[CH3:2].[ClH:50]. (5) Reactant: C(OC(=O)[NH:7][C:8]1[CH:13]=[C:12]([C:14]([F:17])([F:16])[F:15])[C:11]([CH3:18])=[CH:10][C:9]=1[NH:19][C:20](=[O:36])[CH2:21][C:22](=O)[C:23]1[CH:28]=[CH:27][CH:26]=[C:25]([C:29]2[CH:30]=[N:31][CH:32]=[CH:33][CH:34]=2)[CH:24]=1)(C)(C)C.C(O)(C(F)(F)F)=O. Product: [CH3:18][C:11]1[C:12]([C:14]([F:17])([F:15])[F:16])=[CH:13][C:8]2[N:7]=[C:22]([C:23]3[CH:28]=[CH:27][CH:26]=[C:25]([C:29]4[CH:30]=[N:31][CH:32]=[CH:33][CH:34]=4)[CH:24]=3)[CH2:21][C:20](=[O:36])[NH:19][C:9]=2[CH:10]=1. The catalyst class is: 2. (6) Reactant: [C:1]([Si:5]([CH3:31])([CH3:30])[O:6][CH2:7][CH2:8][C:9]1([C:28]#N)[CH2:14][CH2:13][N:12]([C:15]2[S:16][C:17]3[CH:23]=[C:22]([C:24]([F:27])([F:26])[F:25])[CH:21]=[CH:20][C:18]=3[N:19]=2)[CH2:11][CH2:10]1)([CH3:4])([CH3:3])[CH3:2].[H-].C([Al+]CC(C)C)C(C)C.C(O)(=O)CC(CC(O)=O)(C(O)=O)[OH:45]. Product: [C:1]([Si:5]([CH3:30])([CH3:31])[O:6][CH2:7][CH2:8][C:9]1([CH:28]=[O:45])[CH2:14][CH2:13][N:12]([C:15]2[S:16][C:17]3[CH:23]=[C:22]([C:24]([F:26])([F:25])[F:27])[CH:21]=[CH:20][C:18]=3[N:19]=2)[CH2:11][CH2:10]1)([CH3:3])([CH3:2])[CH3:4]. The catalyst class is: 57. (7) Reactant: [NH:1]([C:13]([O:15][C:16]([CH3:19])([CH3:18])[CH3:17])=[O:14])[C@H:2]([C:10]([OH:12])=O)[CH2:3][CH:4]1[CH2:9][CH2:8][CH2:7][CH2:6][CH2:5]1.CCN(C(C)C)C(C)C.F[P-](F)(F)(F)(F)F.N1(O[P+](N(C)C)(N(C)C)N(C)C)C2C=CC=CC=2N=N1.[S:56]1[CH:60]=[CH:59][N:58]=[C:57]1[NH2:61]. Product: [C:16]([O:15][C:13](=[O:14])[NH:1][C@H:2]([C:10](=[O:12])[NH:61][C:57]1[S:56][CH:60]=[CH:59][N:58]=1)[CH2:3][CH:4]1[CH2:5][CH2:6][CH2:7][CH2:8][CH2:9]1)([CH3:19])([CH3:18])[CH3:17]. The catalyst class is: 18. (8) Reactant: [CH2:1]([OH:15])/[CH:2]=[CH:3]/[C:4]1[CH:14]=[C:11](OC)[C:9]([OH:10])=[C:6]([O:7][CH3:8])[CH:5]=1.C(O)/C=C/C1C=CC(O)=CC=1.COC1C=C(/C=C/C=O)C=CC=1O. Product: [CH2:1]([OH:15])/[CH:2]=[CH:3]/[C:4]1[CH:14]=[CH:11][C:9]([OH:10])=[C:6]([O:7][CH3:8])[CH:5]=1. The catalyst class is: 10.